This data is from Full USPTO retrosynthesis dataset with 1.9M reactions from patents (1976-2016). The task is: Predict the reactants needed to synthesize the given product. (1) Given the product [Cl:16][C:17]1[CH:18]=[CH:19][C:20]2[O:24][N:23]=[C:22]([NH:25][C@@H:4]3[C:5]4[C:10](=[CH:9][CH:8]=[C:7]([C:12]#[N:13])[CH:6]=4)[O:11][C:2]([CH3:15])([CH3:1])[C@H:3]3[OH:14])[C:21]=2[CH:26]=1, predict the reactants needed to synthesize it. The reactants are: [CH3:1][C:2]1([CH3:15])[O:11][C:10]2[C:5](=[CH:6][C:7]([C:12]#[N:13])=[CH:8][CH:9]=2)[C@@H:4]2[O:14][C@H:3]12.[Cl:16][C:17]1[CH:18]=[CH:19][C:20]2[O:24][N:23]=[C:22]([NH2:25])[C:21]=2[CH:26]=1. (2) Given the product [C:21]([O:25][C:26](=[O:38])[NH:27][CH2:28][CH:29]([C:32]1[CH:37]=[CH:36][CH:35]=[CH:34][CH:33]=1)[CH2:30][NH:31][C:5]1[CH:4]=[C:3]([O:2][CH3:1])[C:12]2[C:7](=[CH:8][CH:9]=[CH:10][CH:11]=2)[N:6]=1)([CH3:24])([CH3:22])[CH3:23], predict the reactants needed to synthesize it. The reactants are: [CH3:1][O:2][C:3]1[C:12]2[C:7](=[CH:8][CH:9]=[CH:10][CH:11]=2)[N:6]=[C:5](OS(C(F)(F)F)(=O)=O)[CH:4]=1.[C:21]([O:25][C:26](=[O:38])[NH:27][CH2:28][CH:29]([C:32]1[CH:37]=[CH:36][CH:35]=[CH:34][CH:33]=1)[CH2:30][NH2:31])([CH3:24])([CH3:23])[CH3:22].C(N(C(C)C)CC)(C)C.